The task is: Predict the product of the given reaction.. This data is from Forward reaction prediction with 1.9M reactions from USPTO patents (1976-2016). (1) Given the reactants [OH:1][C:2]1[CH:9]=[CH:8][C:7](OC)=[CH:6][C:3]=1[C:4]#[N:5].O[C:13]1[CH:22]=CC2[C:15](=[CH:22][CH:13]=[CH:14][CH:15]=2)[C:14]=1C=O.OC1C=CC(OC)=CC=1C=O, predict the reaction product. The product is: [OH:1][C:2]1[CH:9]=[CH:8][C:7]2[C:6](=[CH:22][CH:13]=[CH:14][CH:15]=2)[C:3]=1[C:4]#[N:5]. (2) The product is: [Cl:1][C:2]1[CH:7]=[CH:6][N:5]=[C:4]2[N:8]([S:19]([C:16]3[CH:17]=[CH:18][C:13]([CH3:23])=[CH:14][CH:15]=3)(=[O:21])=[O:20])[CH:9]=[C:10]([CH:11]=[O:12])[C:3]=12. Given the reactants [Cl:1][C:2]1[CH:7]=[CH:6][N:5]=[C:4]2[NH:8][CH:9]=[C:10]([CH:11]=[O:12])[C:3]=12.[C:13]1([CH3:23])[CH:18]=[CH:17][C:16]([S:19](Cl)(=[O:21])=[O:20])=[CH:15][CH:14]=1.[OH-].[Na+], predict the reaction product.